From a dataset of Catalyst prediction with 721,799 reactions and 888 catalyst types from USPTO. Predict which catalyst facilitates the given reaction. (1) Reactant: [O:1]1[CH2:6][CH2:5][N:4]([C:7]2[C:8]3[O:22][C:21]([CH2:23][N:24]4[CH2:29][CH2:28][N:27]([S:30]([CH3:33])(=[O:32])=[O:31])[CH2:26][CH2:25]4)=[CH:20][C:9]=3[N:10]=[C:11]([C:13]3[CH:14]=[CH:15][C:16]([NH2:19])=[N:17][CH:18]=3)[N:12]=2)[CH2:3][CH2:2]1.ClS([N:38]=[C:39]=[O:40])(=O)=O.[OH-].[Na+]. Product: [O:1]1[CH2:2][CH2:3][N:4]([C:7]2[C:8]3[O:22][C:21]([CH2:23][N:24]4[CH2:25][CH2:26][N:27]([S:30]([CH3:33])(=[O:32])=[O:31])[CH2:28][CH2:29]4)=[CH:20][C:9]=3[N:10]=[C:11]([C:13]3[CH:14]=[CH:15][C:16]([NH:19][C:39]([NH2:38])=[O:40])=[N:17][CH:18]=3)[N:12]=2)[CH2:5][CH2:6]1. The catalyst class is: 10. (2) Reactant: [C:1]([O:5][C:6]([C:9]([CH2:12][CH2:13]I)([F:11])[F:10])([F:8])[F:7])([F:4])([F:3])[F:2].CNC=[O:18].O. Product: [C:1]([O:5][C:6]([C:9]([CH2:12][CH2:13][OH:18])([F:11])[F:10])([F:8])[F:7])([F:4])([F:3])[F:2]. The catalyst class is: 28. (3) The catalyst class is: 191. Reactant: [F:1][C:2]1[CH:3]=[C:4]2[C:9](=[CH:10][CH:11]=1)[N:8]=[C:7]([C@@H:12]([NH:14][S@@](C(C)(C)C)=O)[CH3:13])[C:6]([C:21]1[CH:26]=[CH:25][CH:24]=[C:23]([S:27]([CH3:30])(=[O:29])=[O:28])[N:22]=1)=[CH:5]2.Cl.O1CCOCC1. Product: [F:1][C:2]1[CH:3]=[C:4]2[C:9](=[CH:10][CH:11]=1)[N:8]=[C:7]([C@@H:12]([NH2:14])[CH3:13])[C:6]([C:21]1[CH:26]=[CH:25][CH:24]=[C:23]([S:27]([CH3:30])(=[O:29])=[O:28])[N:22]=1)=[CH:5]2. (4) Reactant: C([O:3][C:4](=[O:35])[C:5]1[CH:10]=[CH:9][CH:8]=[C:7]([NH:11][C:12]2[N:17]=[CH:16][C:15]3=[CH:18][CH:19]=[C:20]([C:21]4[CH:26]=[CH:25][CH:24]=[C:23]([S:27](=[O:34])(=[O:33])[NH:28][C:29]([CH3:32])([CH3:31])[CH3:30])[CH:22]=4)[N:14]3[N:13]=2)[CH:6]=1)C.O. Product: [C:29]([NH:28][S:27]([C:23]1[CH:22]=[C:21]([C:20]2[N:14]3[C:15]([CH:16]=[N:17][C:12]([NH:11][C:7]4[CH:6]=[C:5]([CH:10]=[CH:9][CH:8]=4)[C:4]([OH:35])=[O:3])=[N:13]3)=[CH:18][CH:19]=2)[CH:26]=[CH:25][CH:24]=1)(=[O:33])=[O:34])([CH3:32])([CH3:30])[CH3:31]. The catalyst class is: 821. (5) Reactant: C[O:2][C:3](=[O:27])[C@@H:4]([N:12]1[CH2:16][C:15]([O:17][C:18]2[C:23]([F:24])=[CH:22][CH:21]=[CH:20][C:19]=2[Cl:25])=[CH:14][C:13]1=[O:26])[CH2:5][CH:6]1[CH2:11][CH2:10][CH2:9][CH2:8][CH2:7]1.[OH-].[Li+].O.C(OCC)C. Product: [Cl:25][C:19]1[CH:20]=[CH:21][CH:22]=[C:23]([F:24])[C:18]=1[O:17][C:15]1[CH2:16][N:12]([C@@H:4]([CH2:5][CH:6]2[CH2:11][CH2:10][CH2:9][CH2:8][CH2:7]2)[C:3]([OH:27])=[O:2])[C:13](=[O:26])[CH:14]=1. The catalyst class is: 7. (6) Reactant: [C:1]([O:5][C:6]([N:8]1[CH2:13][CH2:12][CH:11]([N:14]2[C:18]3=[N:19][CH:20]=[N:21][C:22](Cl)=[C:17]3[CH:16]=[N:15]2)[CH2:10][CH2:9]1)=[O:7])([CH3:4])([CH3:3])[CH3:2].[F:24][C:25]1[CH:30]=[C:29]([F:31])[CH:28]=[C:27]([F:32])[C:26]=1[OH:33]. Product: [C:1]([O:5][C:6]([N:8]1[CH2:13][CH2:12][CH:11]([N:14]2[C:18]3=[N:19][CH:20]=[N:21][C:22]([O:33][C:26]4[C:25]([F:24])=[CH:30][C:29]([F:31])=[CH:28][C:27]=4[F:32])=[C:17]3[CH:16]=[N:15]2)[CH2:10][CH2:9]1)=[O:7])([CH3:4])([CH3:3])[CH3:2]. The catalyst class is: 9.